From a dataset of CYP1A2 inhibition data for predicting drug metabolism from PubChem BioAssay. Regression/Classification. Given a drug SMILES string, predict its absorption, distribution, metabolism, or excretion properties. Task type varies by dataset: regression for continuous measurements (e.g., permeability, clearance, half-life) or binary classification for categorical outcomes (e.g., BBB penetration, CYP inhibition). Dataset: cyp1a2_veith. The molecule is CCc1c2c(nc3cccc(SC)c13)COC2. The result is 1 (inhibitor).